Task: Predict the reactants needed to synthesize the given product.. Dataset: Full USPTO retrosynthesis dataset with 1.9M reactions from patents (1976-2016) (1) The reactants are: Cl[C:2]1[N:7]=[C:6]2[N:8]([CH3:11])[N:9]=[CH:10][C:5]2=[C:4]([NH:12][C:13]2[CH:18]=[CH:17][CH:16]=[C:15]([O:19][CH3:20])[CH:14]=2)[N:3]=1.[N:21]1[C:30]2[C:25](=[CH:26][CH:27]=[CH:28][CH:29]=2)[CH:24]=[C:23](B(O)O)[CH:22]=1. Given the product [CH3:20][O:19][C:15]1[CH:14]=[C:13]([NH:12][C:4]2[N:3]=[C:2]([C:23]3[CH:22]=[N:21][C:30]4[C:25]([CH:24]=3)=[CH:26][CH:27]=[CH:28][CH:29]=4)[N:7]=[C:6]3[N:8]([CH3:11])[N:9]=[CH:10][C:5]=23)[CH:18]=[CH:17][CH:16]=1, predict the reactants needed to synthesize it. (2) Given the product [F:40][C:19]([F:18])([F:39])[C:20]1[CH:34]=[C:33]([C:35]([F:38])([F:37])[F:36])[CH:32]=[CH:31][C:21]=1[CH2:22][N:23]1[CH2:28][CH2:27][CH:26](/[CH:29]=[C:10]2/[C:6]([NH:5][C@H:4]([C:3]([N:2]([CH3:1])[CH3:17])=[O:16])[CH2:12][CH:13]([CH3:14])[CH3:15])=[N:7][C:8](=[O:11])[S:9]/2)[CH2:25][CH2:24]1, predict the reactants needed to synthesize it. The reactants are: [CH3:1][N:2]([CH3:17])[C:3](=[O:16])[C@H:4]([CH2:12][CH:13]([CH3:15])[CH3:14])[NH:5][C:6]1[CH2:10][S:9][C:8](=[O:11])[N:7]=1.[F:18][C:19]([F:40])([F:39])[C:20]1[CH:34]=[C:33]([C:35]([F:38])([F:37])[F:36])[CH:32]=[CH:31][C:21]=1[CH2:22][N:23]1[CH2:28][CH2:27][CH:26]([CH:29]=O)[CH2:25][CH2:24]1.C([O-])(=O)C.[NH2+]1CCCCC1. (3) The reactants are: [CH3:1][O-:2].[Na+].[Cl:4][C:5]1[C:6](=[O:23])[N:7]([C:12]2[CH:17]=[CH:16][C:15]([C:18]([F:21])([F:20])[F:19])=[CH:14][C:13]=2[Cl:22])[N:8]=[CH:9][C:10]=1[Cl:11].O.ClCCl. Given the product [Cl:11][C:10]1[CH:9]=[N:8][N:7]([C:12]2[CH:17]=[CH:16][C:15]([C:18]([F:21])([F:20])[F:19])=[CH:14][C:13]=2[Cl:22])[C:6](=[O:23])[C:5]=1[O:2][CH3:1].[Cl:4][C:5]1[C:6](=[O:23])[N:7]([C:12]2[CH:17]=[CH:16][C:15]([C:18]([F:21])([F:20])[F:19])=[CH:14][C:13]=2[Cl:22])[N:8]=[CH:9][C:10]=1[O:2][CH3:1], predict the reactants needed to synthesize it. (4) Given the product [Br:1][C:2]1[CH:3]=[CH:4][C:5]2[N:6]([C:8]([CH:18]([OH:19])[C:20]#[CH:21])=[C:9]([C:11]3[CH:12]=[CH:13][C:14]([F:17])=[CH:15][CH:16]=3)[N:10]=2)[CH:7]=1, predict the reactants needed to synthesize it. The reactants are: [Br:1][C:2]1[CH:3]=[CH:4][C:5]2[N:6]([C:8]([CH:18]=[O:19])=[C:9]([C:11]3[CH:16]=[CH:15][C:14]([F:17])=[CH:13][CH:12]=3)[N:10]=2)[CH:7]=1.[C:20]([Mg]Br)#[CH:21]. (5) Given the product [C:28]([OH:30])(=[O:29])[CH3:27].[C:23]([CH:19]([NH:18][C:17]([CH:12]1[CH2:13][CH2:14][CH2:15][CH2:16][CH:11]1[NH2:10])=[O:25])[CH:20]1[CH2:21][CH2:22]1)#[N:24], predict the reactants needed to synthesize it. The reactants are: C(OC(=O)[NH:10][CH:11]1[CH2:16][CH2:15][CH2:14][CH2:13][CH:12]1[C:17](=[O:25])[NH:18][CH:19]([C:23]#[N:24])[CH:20]1[CH2:22][CH2:21]1)C1C=CC=CC=1.[CH3:27][C:28]([OH:30])=[O:29].C1CCCCC1. (6) Given the product [CH2:20]([O:1][C:2]1[C:3]([CH3:11])=[CH:4][C:5]([C:6]#[N:7])=[CH:8][C:9]=1[CH3:10])[CH:19]=[CH2:18], predict the reactants needed to synthesize it. The reactants are: [OH:1][C:2]1[C:9]([CH3:10])=[CH:8][C:5]([C:6]#[N:7])=[CH:4][C:3]=1[CH3:11].C([O-])([O-])=O.[K+].[K+].[CH2:18](Br)[CH:19]=[CH2:20].